From a dataset of Full USPTO retrosynthesis dataset with 1.9M reactions from patents (1976-2016). Predict the reactants needed to synthesize the given product. (1) Given the product [ClH:67].[NH2:58][CH2:57][C@H:54]1[CH2:55][CH2:56][C@H:51]([C:49]([NH:48][C@H:33]([C:34](=[O:47])[NH:35][C:36]2[CH:41]=[CH:40][C:39]([C:42]3[N:43]=[N:44][NH:45][N:46]=3)=[CH:38][CH:37]=2)[CH2:32][C:29]2[CH:28]=[CH:27][C:26]([C:23]3[CH:24]=[CH:25][C:20]([C:18]([NH:17][CH:14]4[CH2:13][CH2:12][N:11]([CH:8]([CH3:9])[CH3:10])[CH2:16][CH2:15]4)=[O:19])=[CH:21][C:22]=3[CH3:66])=[CH:31][CH:30]=2)=[O:50])[CH2:52][CH2:53]1, predict the reactants needed to synthesize it. The reactants are: FC(F)(F)C(O)=O.[CH:8]([N:11]1[CH2:16][CH2:15][CH:14]([NH:17][C:18]([C:20]2[CH:25]=[CH:24][C:23]([C:26]3[CH:31]=[CH:30][C:29]([CH2:32][C@H:33]([NH:48][C:49]([C@H:51]4[CH2:56][CH2:55][C@H:54]([CH2:57][NH:58]C(=O)OC(C)(C)C)[CH2:53][CH2:52]4)=[O:50])[C:34](=[O:47])[NH:35][C:36]4[CH:41]=[CH:40][C:39]([C:42]5[N:43]=[N:44][NH:45][N:46]=5)=[CH:38][CH:37]=4)=[CH:28][CH:27]=3)=[C:22]([CH3:66])[CH:21]=2)=[O:19])[CH2:13][CH2:12]1)([CH3:10])[CH3:9].[ClH:67]. (2) Given the product [C:4]([C:3]1[CH:6]=[CH:7][C:8]([O:10][CH2:27][C@@:13]([OH:28])([CH3:12])[C:14]([NH:16][C:17]2[CH:22]=[CH:21][C:20]([N+:23]([O-:25])=[O:24])=[C:19]([CH3:26])[CH:18]=2)=[O:15])=[CH:9][C:2]=1[F:1])#[N:5], predict the reactants needed to synthesize it. The reactants are: [F:1][C:2]1[CH:9]=[C:8]([OH:10])[CH:7]=[CH:6][C:3]=1[C:4]#[N:5].Br[CH2:12][C@@:13]([OH:28])([CH3:27])[C:14]([NH:16][C:17]1[CH:22]=[CH:21][C:20]([N+:23]([O-:25])=[O:24])=[C:19]([CH3:26])[CH:18]=1)=[O:15].C([O-])([O-])=O.[K+].[K+]. (3) Given the product [F:12][C:11]([F:14])([F:13])[C:8]1[N:6]2[N:7]=[C:2]([N:17]3[CH2:16][C@H:15]4[N:22]([C:23]([O:25][C:26]([CH3:29])([CH3:28])[CH3:27])=[O:24])[C@H:19]([CH2:20][CH2:21]4)[CH2:18]3)[CH:3]=[CH:4][C:5]2=[N:10][N:9]=1, predict the reactants needed to synthesize it. The reactants are: Cl[C:2]1[CH:3]=[CH:4][C:5]2[N:6]([C:8]([C:11]([F:14])([F:13])[F:12])=[N:9][N:10]=2)[N:7]=1.[C@@H:15]12[N:22]([C:23]([O:25][C:26]([CH3:29])([CH3:28])[CH3:27])=[O:24])[C@@H:19]([CH2:20][CH2:21]1)[CH2:18][NH:17][CH2:16]2.CCN(C(C)C)C(C)C. (4) Given the product [CH3:68][N:67]1[C:47]2[N:48]=[C:49]([NH:59][CH2:60][C:61]3[CH:62]=[N:63][CH:64]=[CH:65][CH:66]=3)[N:50]=[C:51]([C:52]([C:54]3[S:55][CH:56]=[CH:57][CH:58]=3)=[O:53])[C:46]=2[CH:45]=[C:44]1[NH:82][C:80]([C:76]1[S:75][CH:79]=[CH:78][CH:77]=1)=[O:81], predict the reactants needed to synthesize it. The reactants are: CC1(C)C2C(=C(P(C3C=CC=CC=3)C3C=CC=CC=3)C=CC=2)OC2C(P(C3C=CC=CC=3)C3C=CC=CC=3)=CC=CC1=2.Cl[C:44]1[N:67]([CH3:68])[C:47]2[N:48]=[C:49]([NH:59][CH2:60][C:61]3[CH:62]=[N:63][CH:64]=[CH:65][CH:66]=3)[N:50]=[C:51]([C:52]([C:54]3[S:55][CH:56]=[CH:57][CH:58]=3)=[O:53])[C:46]=2[CH:45]=1.CC([O-])(C)C.[Na+].[S:75]1[CH:79]=[CH:78][CH:77]=[C:76]1[C:80]([NH2:82])=[O:81]. (5) The reactants are: Br[C:2]1[C:7]([Cl:8])=[CH:6][C:5]([NH:9][C:10]2[N:14]=[C:13]([NH2:15])[NH:12][N:11]=2)=[CH:4][C:3]=1[Cl:16].[C:17]([C:20]1[CH:25]=[CH:24][C:23](B(O)O)=[CH:22][CH:21]=1)(=[O:19])[NH2:18].C(=O)([O-])[O-].[K+].[K+]. Given the product [NH2:15][C:13]1[NH:12][N:11]=[C:10]([NH:9][C:5]2[CH:6]=[C:7]([Cl:8])[C:2]([C:23]3[CH:24]=[CH:25][C:20]([C:17]([NH2:18])=[O:19])=[CH:21][CH:22]=3)=[C:3]([Cl:16])[CH:4]=2)[N:14]=1, predict the reactants needed to synthesize it. (6) Given the product [N+:24]([C:17]1[C:16]([NH:14][C:3]2[CH:2]=[CH:1][C:9]3[C:8]4[CH:10]=[CH:11][CH:12]=[CH:13][C:7]=4[O:6][C:5]=3[CH:4]=2)=[CH:23][CH:22]=[CH:21][C:18]=1[C:19]#[N:20])([O-:26])=[O:25], predict the reactants needed to synthesize it. The reactants are: [CH:1]1[C:9]2[C:8]3[CH:10]=[CH:11][CH:12]=[CH:13][C:7]=3[O:6][C:5]=2[CH:4]=[C:3]([NH2:14])[CH:2]=1.F[C:16]1[C:17]([N+:24]([O-:26])=[O:25])=[C:18]([CH:21]=[CH:22][CH:23]=1)[C:19]#[N:20].C(N(CC)C(C)C)(C)C.